From a dataset of Drug-target binding data from BindingDB using IC50 measurements. Regression. Given a target protein amino acid sequence and a drug SMILES string, predict the binding affinity score between them. We predict pIC50 (pIC50 = -log10(IC50 in M); higher means more potent). Dataset: bindingdb_ic50. The compound is Cc1ccc2nc(-c3ccc4ccccc4c3)nc(NCCN(C)C)c2c1. The target protein (P17865) has sequence MLEFETNIDGLASIKVIGVGGGGNNAVNRMIENEVQGVEYIAVNTDAQALNLSKAEVKMQIGAKLTRGLGAGANPEVGKKAAEESKEQIEEALKGADMVFVTAGMGGGTGTGAAPVIAQIAKDLGALTVGVVTRPFTFEGRKRQLQAAGGISAMKEAVDTLIVIPNDRILEIVDKNTPMLEAFREADNVLRQGVQGISDLIATPGLINLDFADVKTIMSNKGSALMGIGIATGENRAAEAAKKAISSPLLEAAIDGAQGVLMNITGGTNLSLYEVQEAADIVASASDQDVNMIFGSVINENLKDEIVVTVIATGFIEQEKDVTKPQRPSLNQSIKTHNQSVPKREPKREEPQQQNTVSRHTSQPADDTLDIPTFLRNRNKRG. The pIC50 is 3.9.